This data is from Forward reaction prediction with 1.9M reactions from USPTO patents (1976-2016). The task is: Predict the product of the given reaction. Given the reactants O=P(Cl)(Cl)Cl.[CH3:6][O:7][C:8]([C:10]1[NH:11][C:12]2[C:17]([CH:18]=1)=[CH:16][CH:15]=[C:14]([O:19][CH3:20])[CH:13]=2)=[O:9].CN([CH:24]=[O:25])C, predict the reaction product. The product is: [CH3:6][O:7][C:8]([C:10]1[NH:11][C:12]2[C:17]([C:18]=1[CH:24]=[O:25])=[CH:16][CH:15]=[C:14]([O:19][CH3:20])[CH:13]=2)=[O:9].